This data is from HIV replication inhibition screening data with 41,000+ compounds from the AIDS Antiviral Screen. The task is: Binary Classification. Given a drug SMILES string, predict its activity (active/inactive) in a high-throughput screening assay against a specified biological target. (1) The result is 0 (inactive). The compound is O=C(N=C1[Se]C(=Nc2ccccc2)C(=Nc2ccccc2)N1c1ccc(Cl)cc1)c1ccccc1. (2) The drug is c1ccc2c(c1)NN1Nc3cccnc3N21. The result is 0 (inactive). (3) The result is 0 (inactive). The drug is CC(=O)Nc1ccc(-c2nnc(SCC(=O)Nc3ccc(Cl)cc3Cl)o2)cc1.